Dataset: Reaction yield outcomes from USPTO patents with 853,638 reactions. Task: Predict the reaction yield, written as a fraction of the theoretical maximum amount of product (1.0 means a 100% yield; for example, 0.34 means a 34% yield). (1) The reactants are [F:1][C:2]1[CH:7]=[C:6]([CH:8]=O)[CH:5]=[C:4]([F:10])[C:3]=1[C:11]1[N:16]=[C:15]([C:17]([O:19][CH3:20])=[O:18])[CH:14]=[CH:13][C:12]=1[F:21].[NH2:22][CH2:23][CH2:24][CH2:25][C:26]([O:28]C)=O.[BH4-].[Na+]. The catalyst is CO.O. The product is [F:1][C:2]1[CH:7]=[C:6]([CH2:8][N:22]2[CH2:23][CH2:24][CH2:25][C:26]2=[O:28])[CH:5]=[C:4]([F:10])[C:3]=1[C:11]1[N:16]=[C:15]([C:17]([O:19][CH3:20])=[O:18])[CH:14]=[CH:13][C:12]=1[F:21]. The yield is 1.00. (2) The reactants are [CH3:1][C:2]1[CH:3]=[C:4]([O:14][C:15]2[CH:20]=[CH:19][CH:18]=[CH:17][C:16]=2[NH2:21])[N:5]([C:7]2[CH:12]=[CH:11][CH:10]=[CH:9][C:8]=2[CH3:13])[N:6]=1.[F:22][C:23]([F:35])([F:34])[O:24][C:25]1[CH:30]=[CH:29][C:28]([N:31]=[C:32]=[O:33])=[CH:27][CH:26]=1.C(N(CC)CC)C. The catalyst is C1COCC1. The product is [CH3:1][C:2]1[CH:3]=[C:4]([O:14][C:15]2[CH:20]=[CH:19][CH:18]=[CH:17][C:16]=2[NH:21][C:32]([NH:31][C:28]2[CH:29]=[CH:30][C:25]([O:24][C:23]([F:22])([F:34])[F:35])=[CH:26][CH:27]=2)=[O:33])[N:5]([C:7]2[CH:12]=[CH:11][CH:10]=[CH:9][C:8]=2[CH3:13])[N:6]=1. The yield is 0.550.